This data is from Reaction yield outcomes from USPTO patents with 853,638 reactions. The task is: Predict the reaction yield, written as a fraction of the theoretical maximum amount of product (1.0 means a 100% yield; for example, 0.34 means a 34% yield). (1) The reactants are C([O:5][CH:6]([O:10][C:11]([CH3:14])([CH3:13])[CH3:12])N(C)C)(C)(C)C.[CH2:15]([C@@H:22]([CH2:26][N:27]1[CH2:32][CH2:31][C@:30]([C:34]2[CH:39]=[CH:38][CH:37]=[C:36]([OH:40])[CH:35]=2)([CH3:33])[C@@H:29]([CH3:41])[CH2:28]1)C(O)=O)[C:16]1[CH:21]=[CH:20][CH:19]=[CH:18][CH:17]=1.[OH-].[Na+]. The catalyst is C1(C)C=CC=CC=1. The product is [CH2:15]([C@@H:22]([CH2:26][N:27]1[CH2:32][CH2:31][C@:30]([C:34]2[CH:39]=[CH:38][CH:37]=[C:36]([OH:40])[CH:35]=2)([CH3:33])[C@@H:29]([CH3:41])[CH2:28]1)[C:6]([O:10][C:11]([CH3:12])([CH3:13])[CH3:14])=[O:5])[C:16]1[CH:17]=[CH:18][CH:19]=[CH:20][CH:21]=1. The yield is 0.310. (2) The reactants are [Cl:1][C:2]1[N:7]=[CH:6][C:5]([S:8]([N:11]2[C:15]([C:16]3[CH:21]=[CH:20][CH:19]=[CH:18][CH:17]=3)=[CH:14][C:13]([CH:22]=O)=[CH:12]2)(=[O:10])=[O:9])=[CH:4][C:3]=1[CH3:24].[CH3:25][NH2:26].[BH4-].[Na+].[C:29](=[O:32])([O-])[OH:30].[Na+]. The catalyst is O1CCCC1.CO.O. The product is [C:3]([O:30][C:29](=[O:32])[N:26]([CH2:22][C:13]1[CH:14]=[C:15]([C:16]2[CH:21]=[CH:20][CH:19]=[CH:18][CH:17]=2)[N:11]([S:8]([C:5]2[CH:6]=[N:7][C:2]([Cl:1])=[C:3]([CH3:24])[CH:4]=2)(=[O:10])=[O:9])[CH:12]=1)[CH3:25])([CH3:24])([CH3:4])[CH3:2]. The yield is 0.770. (3) The reactants are C(OC(=O)[N:7]([C:15]1[CH:20]=[N:19][C:18](I)=[C:17]([Cl:22])[N:16]=1)[CH2:8][CH:9]1[CH2:14][CH2:13][O:12][CH2:11][CH2:10]1)(C)(C)C.Cl[C:25]([F:31])([F:30])C(OC)=O.[F-:32].[K+]. The catalyst is CN(C=O)C.[Cu]I. The product is [Cl:22][C:17]1[N:16]=[C:15]([NH:7][CH2:8][CH:9]2[CH2:14][CH2:13][O:12][CH2:11][CH2:10]2)[CH:20]=[N:19][C:18]=1[C:25]([F:31])([F:32])[F:30]. The yield is 0.550. (4) The product is [CH2:3]([O:10][C:11]1[CH:16]=[C:15]([Br:17])[CH:14]=[C:13]([N+:18]([O-:20])=[O:19])[C:12]=1[N:21]([CH2:26][CH2:27][O:28][CH3:29])[C:22](=[O:24])[CH3:23])[C:4]1[CH:5]=[CH:6][CH:7]=[CH:8][CH:9]=1. The yield is 0.770. The reactants are [H-].[Na+].[CH2:3]([O:10][C:11]1[CH:16]=[C:15]([Br:17])[CH:14]=[C:13]([N+:18]([O-:20])=[O:19])[C:12]=1[NH:21][C:22](=[O:24])[CH3:23])[C:4]1[CH:9]=[CH:8][CH:7]=[CH:6][CH:5]=1.Br[CH2:26][CH2:27][O:28][CH3:29]. The catalyst is CN(C)C=O. (5) The reactants are Cl[CH2:2][CH2:3][CH2:4][CH2:5][CH2:6][CH2:7][C:8]#[C:9][CH2:10][CH2:11][CH2:12][CH3:13].[I-:14].[Na+].[N:16]1[CH:21]=[CH:20][C:19]([CH3:22])=[C:18]([CH3:23])[CH:17]=1. The yield is 0.720. The product is [I-:14].[CH2:2]([N+:16]1[CH:21]=[CH:20][C:19]([CH3:22])=[C:18]([CH3:23])[CH:17]=1)[CH2:3][CH2:4][CH2:5][CH2:6][CH2:7][C:8]#[C:9][CH2:10][CH2:11][CH2:12][CH3:13]. The catalyst is CC(=O)CC. (6) The reactants are [OH:1][CH2:2][C:3]1[CH:4]=[CH:5][C:6]([C:9](=[O:14])[CH2:10][CH:11]([CH3:13])[CH3:12])=[N:7][CH:8]=1.C(N(CC)CC)C.[CH3:22][S:23](Cl)(=[O:25])=[O:24]. The catalyst is ClCCl. The product is [CH3:22][S:23]([O:1][CH2:2][C:3]1[CH:4]=[CH:5][C:6]([C:9](=[O:14])[CH2:10][CH:11]([CH3:12])[CH3:13])=[N:7][CH:8]=1)(=[O:25])=[O:24]. The yield is 0.870. (7) The yield is 0.402. The catalyst is CCO. The reactants are C1C2C(COC([NH:18][C@@H:19]([CH:31]=[CH2:32])[CH2:20][NH:21][C@@H:22]([CH2:27][CH:28]([CH3:30])[CH3:29])[C:23](OC)=[O:24])=O)C3C(=CC=CC=3)C=2C=CC=1.N(CC)CC. The product is [CH2:27]([C@@H:22]1[NH:21][CH2:20][C@H:19]([CH:31]=[CH2:32])[NH:18][C:23]1=[O:24])[CH:28]([CH3:30])[CH3:29].